This data is from Forward reaction prediction with 1.9M reactions from USPTO patents (1976-2016). The task is: Predict the product of the given reaction. (1) Given the reactants C([N:8]1[CH2:13][CH2:12][N:11]([CH:14]([CH3:16])[CH3:15])[CH2:10][C@@H:9]1[CH3:17])(OC(C)(C)C)=O.Cl, predict the reaction product. The product is: [CH:14]([N:11]1[CH2:12][CH2:13][NH:8][C@@H:9]([CH3:17])[CH2:10]1)([CH3:16])[CH3:15]. (2) Given the reactants C(OC([NH:8][C@@H:9]1[CH2:13][CH2:12][C@@H:11]([C:14](O)=O)[CH2:10]1)=O)(C)(C)C.CCN(C(C)C)C(C)C.COC1C=CC(C[S:33][C:34]2[CH:35]=[C:36]([C:41]3[CH:46]=[CH:45][CH:44]=[CH:43][CH:42]=3)[CH:37]=[CH:38][C:39]=2[NH2:40])=CC=1.CN(C(ON1N=NC2C=CC=NC1=2)=[N+](C)C)C.F[P-](F)(F)(F)(F)F, predict the reaction product. The product is: [C:41]1([C:36]2[CH:37]=[CH:38][C:39]3[N:40]=[C:14]([CH:11]4[CH2:12][CH2:13][CH:9]([NH2:8])[CH2:10]4)[S:33][C:34]=3[CH:35]=2)[CH:42]=[CH:43][CH:44]=[CH:45][CH:46]=1. (3) Given the reactants C(OC([N:8]1[CH2:13][CH:12]=[C:11]([C:14]2[CH:19]=[CH:18][C:17]([Cl:20])=[CH:16][C:15]=2[NH:21][C:22](=[O:30])[C:23]2[CH:28]=[CH:27][CH:26]=[C:25]([Cl:29])[CH:24]=2)[CH2:10][CH2:9]1)=O)(C)(C)C.FC(F)(F)C(O)=O.[OH-].[Na+], predict the reaction product. The product is: [Cl:29][C:25]1[CH:24]=[C:23]([CH:28]=[CH:27][CH:26]=1)[C:22]([NH:21][C:15]1[CH:16]=[C:17]([Cl:20])[CH:18]=[CH:19][C:14]=1[C:11]1[CH2:12][CH2:13][NH:8][CH2:9][CH:10]=1)=[O:30].